Dataset: Catalyst prediction with 721,799 reactions and 888 catalyst types from USPTO. Task: Predict which catalyst facilitates the given reaction. (1) Reactant: C1(C(O)=O)CC1.[CH:7]1([C:10]([NH:12][C:13]2[CH:14]=[CH:15][CH:16]=[C:17]3[C:21]=2[C:20](=[O:22])[N:19]([CH:23]([C:28]2[CH:33]=[CH:32][C:31]([O:34][CH:35]([F:37])[F:36])=[C:30]([O:38][CH2:39][CH3:40])[CH:29]=2)[CH2:24][C:25](O)=[O:26])[CH2:18]3)=[O:11])[CH2:9][CH2:8]1.C1N=C[N:43](C(N2C=NC=C2)=O)C=1.[NH4+].[OH-]. Product: [C:25]([CH2:24][CH:23]([N:19]1[C:20](=[O:22])[C:21]2[C:17](=[CH:16][CH:15]=[CH:14][C:13]=2[NH:12][C:10]([CH:7]2[CH2:9][CH2:8]2)=[O:11])[CH2:18]1)[C:28]1[CH:33]=[CH:32][C:31]([O:34][CH:35]([F:36])[F:37])=[C:30]([O:38][CH2:39][CH3:40])[CH:29]=1)(=[O:26])[NH2:43]. The catalyst class is: 1. (2) Reactant: C([O:5][C:6]([C:8]1[NH:17][C:16]2[CH2:15][CH2:14][CH2:13][N:12]([CH2:18][CH2:19][N:20]3[CH2:24][CH2:23][CH2:22][CH2:21]3)[C:11](=[O:25])[C:10]=2[C:9]=1[CH3:26])=O)(C)(C)C.FC(F)(F)C(O)=O.C(OC(OCC)OCC)C.[OH-].[Na+]. Product: [CH3:26][C:9]1[C:10]2[C:11](=[O:25])[N:12]([CH2:18][CH2:19][N:20]3[CH2:24][CH2:23][CH2:22][CH2:21]3)[CH2:13][CH2:14][CH2:15][C:16]=2[NH:17][C:8]=1[CH:6]=[O:5]. The catalyst class is: 46. (3) Reactant: C([O:3][CH2:4][CH2:5][O:6][NH:7][C:8]([C:10]1[CH:15]=[CH:14][N:13]2[CH:16]=[N:17][CH:18]=[C:12]2[C:11]=1[NH:19][C:20]1[CH:25]=[CH:24][C:23]([CH:26]2[CH2:28][CH2:27]2)=[CH:22][C:21]=1[F:29])=[O:9])=C. Product: [OH:3][CH2:4][CH2:5][O:6][NH:7][C:8]([C:10]1[CH:15]=[CH:14][N:13]2[CH:16]=[N:17][CH:18]=[C:12]2[C:11]=1[NH:19][C:20]1[CH:25]=[CH:24][C:23]([CH:26]2[CH2:28][CH2:27]2)=[CH:22][C:21]=1[F:29])=[O:9]. The catalyst class is: 138.